The task is: Predict the product of the given reaction.. This data is from Forward reaction prediction with 1.9M reactions from USPTO patents (1976-2016). (1) Given the reactants N1(C(O[NH:10][C:11]2[CH:16]=[CH:15][CH:14]=[C:13]([C:17]3[CH:18]=[C:19]4[C:25]([C:26]5[C:27]([CH3:40])=[N:28][N:29]([CH2:32][C:33]6[CH:38]=[CH:37][CH:36]=[C:35]([F:39])[CH:34]=6)[C:30]=5[CH3:31])=[CH:24][NH:23][C:20]4=[N:21][CH:22]=3)[CH:12]=2)=O)CCCCC1, predict the reaction product. The product is: [F:39][C:35]1[CH:34]=[C:33]([CH:38]=[CH:37][CH:36]=1)[CH2:32][N:29]1[C:30]([CH3:31])=[C:26]([C:25]2[C:19]3[C:20](=[N:21][CH:22]=[C:17]([C:13]4[CH:12]=[C:11]([NH:10][CH:18]5[CH2:17][CH2:22][NH:21][CH2:20][CH2:19]5)[CH:16]=[CH:15][CH:14]=4)[CH:18]=3)[NH:23][CH:24]=2)[C:27]([CH3:40])=[N:28]1. (2) Given the reactants Cl[C:2]1[N:10]=[CH:9][C:8]([F:11])=[CH:7][C:3]=1[C:4]([OH:6])=[O:5].COC1C=C(OC)C=CC=1C[NH2:23].C(O)(C(F)(F)F)=O, predict the reaction product. The product is: [NH2:23][C:2]1[N:10]=[CH:9][C:8]([F:11])=[CH:7][C:3]=1[C:4]([OH:6])=[O:5]. (3) Given the reactants Cl[C:2]1[N:7]=[CH:6][C:5]([O:8][C:9]2[CH:10]=[C:11]([N:15]([CH3:17])[CH3:16])[CH:12]=[CH:13][CH:14]=2)=[CH:4][CH:3]=1.[F:18][C:19]1[CH:20]=[C:21]([CH:23]=[CH:24][C:25]=1[F:26])[NH2:22].C1(P(C2C=CC=CC=2)C2C3OC4C(=CC=CC=4P(C4C=CC=CC=4)C4C=CC=CC=4)C(C)(C)C=3C=CC=2)C=CC=CC=1.C(=O)([O-])[O-].[Cs+].[Cs+], predict the reaction product. The product is: [F:18][C:19]1[CH:20]=[C:21]([NH:22][C:2]2[CH:3]=[CH:4][C:5]([O:8][C:9]3[CH:14]=[CH:13][CH:12]=[C:11]([N:15]([CH3:17])[CH3:16])[CH:10]=3)=[CH:6][N:7]=2)[CH:23]=[CH:24][C:25]=1[F:26]. (4) Given the reactants [Cl:1][C:2]1[CH:3]=[C:4]([NH:10][C:11]2[C:20]3[C:15](=[CH:16][CH:17]=[C:18]([NH2:21])[CH:19]=3)[N:14]=[CH:13][N:12]=2)[C:5]([F:9])=[CH:6][C:7]=1[Cl:8].[Br:22][CH2:23]/[CH:24]=[CH:25]/[C:26](Cl)=[O:27], predict the reaction product. The product is: [Br:22][CH2:23][CH:24]=[CH:25][C:26]([NH:21][C:18]1[CH:19]=[C:20]2[C:15](=[CH:16][CH:17]=1)[N:14]=[CH:13][N:12]=[C:11]2[NH:10][C:4]1[C:5]([F:9])=[CH:6][C:7]([Cl:8])=[C:2]([Cl:1])[CH:3]=1)=[O:27]. (5) Given the reactants [CH3:1][N:2]([CH2:20][CH2:21][CH2:22][NH:23][CH3:24])[CH2:3][C:4]([NH:6][C:7]1[CH:12]=[CH:11][C:10]([O:13][C:14]2[CH:19]=[CH:18][CH:17]=[CH:16][CH:15]=2)=[CH:9][CH:8]=1)=[O:5].[C:25](=O)([O-])[O-].[K+].[K+].Br[CH2:32][CH2:33][CH2:34][CH2:35][CH2:36][C:37]([O:39][CH3:40])=[O:38], predict the reaction product. The product is: [CH3:24][N:23]([CH2:22][CH2:21][CH2:20][N:2]([CH3:1])[CH2:3][C:4](=[O:5])[NH:6][C:7]1[CH:12]=[CH:11][C:10]([O:13][C:14]2[CH:19]=[CH:18][CH:17]=[CH:16][CH:15]=2)=[CH:9][CH:8]=1)[CH:36]([CH2:35][CH2:34][CH2:33][CH3:32])[C:37]([O:39][CH2:40][CH3:25])=[O:38]. (6) Given the reactants [Cl:1][C:2]1[CH:3]=[CH:4][C:5]([N:8]2[CH:12]=[C:11]([CH2:13][CH2:14][C:15](OCC)=[O:16])[C:10]([CH:20]([CH3:22])[CH3:21])=[N:9]2)=[N:6][CH:7]=1.[H-].C([Al+]CC(C)C)C(C)C.Cl, predict the reaction product. The product is: [Cl:1][C:2]1[CH:3]=[CH:4][C:5]([N:8]2[CH:12]=[C:11]([CH2:13][CH2:14][CH2:15][OH:16])[C:10]([CH:20]([CH3:22])[CH3:21])=[N:9]2)=[N:6][CH:7]=1. (7) Given the reactants [F:1][C:2]1[CH:7]=[C:6]([N+:8]([O-:10])=[O:9])[C:5]([F:11])=[CH:4][C:3]=1[CH:12]([CH3:16])[C:13]([OH:15])=[O:14].[CH3:17]O, predict the reaction product. The product is: [F:1][C:2]1[CH:7]=[C:6]([N+:8]([O-:10])=[O:9])[C:5]([F:11])=[CH:4][C:3]=1[CH:12]([CH3:16])[C:13]([O:15][CH3:17])=[O:14].